This data is from Catalyst prediction with 721,799 reactions and 888 catalyst types from USPTO. The task is: Predict which catalyst facilitates the given reaction. (1) Reactant: Cl[C:2]1[N:3]=[CH:4][C:5]2[N:11]([CH3:12])[C:10](=[O:13])[C:9]([F:15])([F:14])[CH2:8][N:7]([CH:16]3[CH2:19][CH2:18][CH2:17]3)[C:6]=2[N:20]=1.O.C1(C)C(S(O)(=O)=O)=CC=CC=1.[NH2:33][C:34]1[CH:49]=[CH:48][C:37]([C:38]([NH:40][CH:41]2[CH2:46][CH2:45][N:44]([CH3:47])[CH2:43][CH2:42]2)=[O:39])=[CH:36][CH:35]=1. Product: [CH:16]1([N:7]2[CH2:8][C:9]([F:15])([F:14])[C:10](=[O:13])[N:11]([CH3:12])[C:5]3[CH:4]=[N:3][C:2]([NH:33][C:34]4[CH:35]=[CH:36][C:37]([C:38]([NH:40][CH:41]5[CH2:46][CH2:45][N:44]([CH3:47])[CH2:43][CH2:42]5)=[O:39])=[CH:48][CH:49]=4)=[N:20][C:6]2=3)[CH2:19][CH2:18][CH2:17]1. The catalyst class is: 32. (2) Reactant: [CH3:1][C:2]([CH3:32])([CH3:31])[C:3](=[O:30])[CH2:4][O:5][C:6]1[CH:11]=[CH:10][C:9]([C:12]([C:17]2[CH:28]=[CH:27][C:20]3[S:21][C:22]([C:24](O)=[O:25])=[CH:23][C:19]=3[CH:18]=2)([CH2:15][CH3:16])[CH2:13][CH3:14])=[CH:8][C:7]=1[CH3:29].C(Cl)CCl.Cl.C[O:39][C:40](=[O:43])[CH2:41][NH2:42]. Product: [CH3:32][C:2]([CH3:1])([CH3:31])[C:3](=[O:30])[CH2:4][O:5][C:6]1[CH:11]=[CH:10][C:9]([C:12]([C:17]2[CH:28]=[CH:27][C:20]3[S:21][C:22]([C:24]([NH:42][CH2:41][C:40]([OH:39])=[O:43])=[O:25])=[CH:23][C:19]=3[CH:18]=2)([CH2:15][CH3:16])[CH2:13][CH3:14])=[CH:8][C:7]=1[CH3:29]. The catalyst class is: 142. (3) Reactant: C(OC(=O)NCC1C=CC(CNC(C2C(Cl)=NC=CC=2)=O)=CC=1)(C)(C)C.[CH2:27]([O:29][C:30](=[O:38])[C:31]1[CH:36]=[CH:35][CH:34]=[C:33](O)[CH:32]=1)[CH3:28].C(=O)([O-])[O-].[Cs+].[Cs+].CN(C)C=O. Product: [CH2:27]([O:29][C:30](=[O:38])[C:31]1[CH:36]=[CH:35][CH:34]=[CH:33][CH:32]=1)[CH3:28]. The catalyst class is: 12.